Dataset: Full USPTO retrosynthesis dataset with 1.9M reactions from patents (1976-2016). Task: Predict the reactants needed to synthesize the given product. (1) Given the product [CH3:23][C:24]1[C:32]2[C:27](=[CH:28][C:29]([CH3:33])=[CH:30][CH:31]=2)[NH:26][C:25]=1[CH:15]([C:16]1[CH:21]=[CH:20][CH:19]=[CH:18][CH:17]=1)[C:3]1[C:4](=[O:14])[NH:5][C@:6]([CH3:13])([C:7]2[CH:12]=[CH:11][CH:10]=[CH:9][CH:8]=2)[C:2]=1[OH:1], predict the reactants needed to synthesize it. The reactants are: [OH:1][C:2]1[C@@:6]([CH3:13])([C:7]2[CH:12]=[CH:11][CH:10]=[CH:9][CH:8]=2)[NH:5][C:4](=[O:14])[CH:3]=1.[CH:15](=O)[C:16]1[CH:21]=[CH:20][CH:19]=[CH:18][CH:17]=1.[CH3:23][C:24]1[C:32]2[C:27](=[CH:28][C:29]([CH3:33])=[CH:30][CH:31]=2)[NH:26][CH:25]=1. (2) Given the product [NH2:7][C:8]1[N:9]=[C:10]([CH3:22])[C:11]2[CH:17]=[C:16]([C:25]3[C:24]([CH3:23])=[CH:28][S:27][CH:26]=3)[C:15](=[O:19])[N:14]([CH2:20][CH3:21])[C:12]=2[N:13]=1, predict the reactants needed to synthesize it. The reactants are: O1CCOCC1.[NH2:7][C:8]1[N:9]=[C:10]([CH3:22])[C:11]2[CH:17]=[C:16](Br)[C:15](=[O:19])[N:14]([CH2:20][CH3:21])[C:12]=2[N:13]=1.[CH3:23][C:24]1[C:25](B(O)O)=[CH:26][S:27][CH:28]=1.C([O-])([O-])=O.[K+].[K+].